From a dataset of Forward reaction prediction with 1.9M reactions from USPTO patents (1976-2016). Predict the product of the given reaction. (1) Given the reactants [NH:1]1[C:9]2[C:4](=[C:5]([C:10]3[C:11]([C:28]([O:30][CH2:31][CH3:32])=[O:29])=[C:12]4[C:21]5[C:16](=[CH:17][C:18]([O:24][CH3:25])=[C:19]([O:22][CH3:23])[CH:20]=5)[CH2:15][CH2:14][N:13]4[C:26]=3[CH3:27])[CH:6]=[CH:7][CH:8]=2)[CH:3]=[CH:2]1.S(OCC)(O[CH2:37][CH3:38])(=O)=O.[OH-].[Na+], predict the reaction product. The product is: [CH2:37]([N:1]1[C:9]2[C:4](=[C:5]([C:10]3[C:11]([C:28]([O:30][CH2:31][CH3:32])=[O:29])=[C:12]4[C:21]5[C:16](=[CH:17][C:18]([O:24][CH3:25])=[C:19]([O:22][CH3:23])[CH:20]=5)[CH2:15][CH2:14][N:13]4[C:26]=3[CH3:27])[CH:6]=[CH:7][CH:8]=2)[CH:3]=[CH:2]1)[CH3:38]. (2) Given the reactants [F:1][C:2]1[CH:3]=[N:4][CH:5]=[CH:6][C:7]=1[C:8]1[N:9]=[C:10]([NH2:21])[C:11]([NH2:20])=[N:12][C:13]=1[C:14]1[CH:15]=[N:16][CH:17]=[CH:18][CH:19]=1.[F:22][C:23]1[CH:31]=[CH:30][C:26]([C:27](Cl)=O)=[CH:25][CH:24]=1.O, predict the reaction product. The product is: [F:22][C:23]1[CH:31]=[CH:30][C:26]([C:27]2[NH:20][C:11]3=[N:12][C:13]([C:14]4[CH:15]=[N:16][CH:17]=[CH:18][CH:19]=4)=[C:8]([C:7]4[CH:6]=[CH:5][N:4]=[CH:3][C:2]=4[F:1])[N:9]=[C:10]3[N:21]=2)=[CH:25][CH:24]=1. (3) Given the reactants [NH:1]1[CH2:5][CH2:4][C@@H:3]([NH:6][C:7]2[N:12]=[CH:11][CH:10]=[CH:9][N:8]=2)[CH2:2]1.[F:13][C:14]1[CH:22]=[CH:21][C:20]([CH:23]=[O:24])=[CH:19][C:15]=1[C:16](O)=[O:17].F[P-](F)(F)(F)(F)F.N1(OC(N(C)C)=[N+](C)C)C2C=CC=CC=2N=N1.C(N(CC)C(C)C)(C)C, predict the reaction product. The product is: [F:13][C:14]1[CH:22]=[CH:21][C:20]([CH:23]=[O:24])=[CH:19][C:15]=1[C:16]([N:1]1[CH2:5][CH2:4][C@@H:3]([NH:6][C:7]2[N:8]=[CH:9][CH:10]=[CH:11][N:12]=2)[CH2:2]1)=[O:17]. (4) Given the reactants [Br:1][C:2]1[CH:3]=[C:4]([CH:9](O)[CH3:10])[CH:5]=[CH:6][C:7]=1[F:8].C([SiH](CC)CC)C, predict the reaction product. The product is: [Br:1][C:2]1[CH:3]=[C:4]([CH2:9][CH3:10])[CH:5]=[CH:6][C:7]=1[F:8]. (5) Given the reactants [CH:1]1([NH:7][S:8]([C:11]2[CH:16]=[CH:15][CH:14]=[CH:13][C:12]=2[N+:17]([O-])=O)(=[O:10])=[O:9])[CH2:6][CH2:5][CH2:4][CH2:3][CH2:2]1, predict the reaction product. The product is: [NH2:17][C:12]1[CH:13]=[CH:14][CH:15]=[CH:16][C:11]=1[S:8]([NH:7][CH:1]1[CH2:6][CH2:5][CH2:4][CH2:3][CH2:2]1)(=[O:10])=[O:9]. (6) Given the reactants Cl.Cl.[O:3]1[C:7]2[CH:8]=[CH:9][CH:10]=[C:11]([CH:12]3[CH2:17][CH2:16][N:15]([CH2:18][CH2:19][C@H:20]4[CH2:25][CH2:24][C@H:23]([NH2:26])[CH2:22][CH2:21]4)[CH2:14][CH2:13]3)[C:6]=2[CH2:5][CH2:4]1.[CH3:27][O:28][CH2:29][CH2:30][C:31](O)=[O:32], predict the reaction product. The product is: [O:3]1[C:7]2[CH:8]=[CH:9][CH:10]=[C:11]([CH:12]3[CH2:17][CH2:16][N:15]([CH2:18][CH2:19][C@H:20]4[CH2:21][CH2:22][C@H:23]([NH:26][C:31](=[O:32])[CH2:30][CH2:29][O:28][CH3:27])[CH2:24][CH2:25]4)[CH2:14][CH2:13]3)[C:6]=2[CH2:5][CH2:4]1.